From a dataset of Catalyst prediction with 721,799 reactions and 888 catalyst types from USPTO. Predict which catalyst facilitates the given reaction. Reactant: [OH:1][C:2]([CH3:7])([CH3:6])[C:3](O)=[O:4].[CH2:8]([C:10]1[N:14]([C:15]2[N:23]=[C:22]3[C:18]([N:19]=[C:20]([C:25]4([O:31][CH3:32])[CH2:30][CH2:29][NH:28][CH2:27][CH2:26]4)[N:21]3[CH3:24])=[C:17]([N:33]3[CH2:38][CH2:37][O:36][CH2:35][CH2:34]3)[N:16]=2)[C:13]2[CH:39]=[CH:40][CH:41]=[CH:42][C:12]=2[N:11]=1)[CH3:9].C1C=CC2N(O)N=NC=2C=1.CN1CCOCC1.CCN=C=NCCCN(C)C. Product: [CH2:8]([C:10]1[N:14]([C:15]2[N:23]=[C:22]3[C:18]([N:19]=[C:20]([C:25]4([O:31][CH3:32])[CH2:30][CH2:29][N:28]([C:3](=[O:4])[C:2]([OH:1])([CH3:7])[CH3:6])[CH2:27][CH2:26]4)[N:21]3[CH3:24])=[C:17]([N:33]3[CH2:34][CH2:35][O:36][CH2:37][CH2:38]3)[N:16]=2)[C:13]2[CH:39]=[CH:40][CH:41]=[CH:42][C:12]=2[N:11]=1)[CH3:9]. The catalyst class is: 1.